Task: Predict the product of the given reaction.. Dataset: Forward reaction prediction with 1.9M reactions from USPTO patents (1976-2016) (1) The product is: [CH3:6][O-:10].[Na+:2].[C:6]([O:10][C:11]([NH:13][C@@H:14]([CH2:18][O:19][CH3:3])[C:15]([OH:17])=[O:16])=[O:12])([CH3:9])([CH3:8])[CH3:7]. Given the reactants [H-].[Na+:2].[CH3:3][O-].[Na+].[C:6]([O:10][C:11]([NH:13][C@@H:14]([CH2:18][OH:19])[C:15]([OH:17])=[O:16])=[O:12])([CH3:9])([CH3:8])[CH3:7].CI, predict the reaction product. (2) Given the reactants [OH:1][C:2]([CH3:41])([CH3:40])[CH2:3][O:4][C@H:5]1[CH2:10][CH2:9][C@H:8]([N:11]2[C:16](=[O:17])[C:15]([CH2:18][C:19]3[CH:24]=[CH:23][C:22]([C:25]4[C:26]([C:31]#[N:32])=[CH:27][CH:28]=[CH:29][CH:30]=4)=[CH:21][CH:20]=3)=[C:14]([CH2:33][CH2:34][CH3:35])[N:13]3[N:36]=[C:37]([CH3:39])[N:38]=[C:12]23)[CH2:7][CH2:6]1.[C:42](OC(=O)C)(=[O:44])[CH3:43].N1C=CC=CC=1, predict the reaction product. The product is: [C:42]([O:1][C:2]([CH3:40])([CH3:41])[CH2:3][O:4][C@H:5]1[CH2:10][CH2:9][C@H:8]([N:11]2[C:16](=[O:17])[C:15]([CH2:18][C:19]3[CH:24]=[CH:23][C:22]([C:25]4[CH:30]=[CH:29][CH:28]=[CH:27][C:26]=4[C:31]#[N:32])=[CH:21][CH:20]=3)=[C:14]([CH2:33][CH2:34][CH3:35])[N:13]3[N:36]=[C:37]([CH3:39])[N:38]=[C:12]23)[CH2:7][CH2:6]1)(=[O:44])[CH3:43].